Dataset: Full USPTO retrosynthesis dataset with 1.9M reactions from patents (1976-2016). Task: Predict the reactants needed to synthesize the given product. (1) Given the product [F:24][C:25]1[CH:26]=[C:27]([C:2]2[N:7]=[C:6]3[N:8]([CH:11]([CH3:13])[CH3:12])[N:9]=[CH:10][C:5]3=[C:4]([NH:14][CH2:15][CH2:16][C:17]3[CH:22]=[CH:21][C:20]([OH:23])=[CH:19][CH:18]=3)[N:3]=2)[CH:28]=[N:29][CH:30]=1, predict the reactants needed to synthesize it. The reactants are: Cl[C:2]1[N:7]=[C:6]2[N:8]([CH:11]([CH3:13])[CH3:12])[N:9]=[CH:10][C:5]2=[C:4]([NH:14][CH2:15][CH2:16][C:17]2[CH:22]=[CH:21][C:20]([OH:23])=[CH:19][CH:18]=2)[N:3]=1.[F:24][C:25]1[CH:26]=[C:27](B(O)O)[CH:28]=[N:29][CH:30]=1. (2) Given the product [CH3:1][S:2]([C:5]1[CH:6]=[C:7]([C:11]2[CH:16]=[CH:15][C:14]([N:17]3[CH:21]=[C:20]([C@H:22]4[CH2:26][CH2:25][CH2:24][N:23]4[C:43](=[O:45])[CH3:44])[N:19]=[C:18]3[C:27]3[CH:32]=[CH:31][CH:30]=[CH:29][C:28]=3[C:33]([F:36])([F:34])[F:35])=[CH:13][CH:12]=2)[CH:8]=[CH:9][CH:10]=1)(=[O:4])=[O:3], predict the reactants needed to synthesize it. The reactants are: [CH3:1][S:2]([C:5]1[CH:6]=[C:7]([C:11]2[CH:16]=[CH:15][C:14]([N:17]3[CH:21]=[C:20]([C@H:22]4[CH2:26][CH2:25][CH2:24][NH:23]4)[N:19]=[C:18]3[C:27]3[CH:32]=[CH:31][CH:30]=[CH:29][C:28]=3[C:33]([F:36])([F:35])[F:34])=[CH:13][CH:12]=2)[CH:8]=[CH:9][CH:10]=1)(=[O:4])=[O:3].N1C=CC=CC=1.[C:43](Cl)(=[O:45])[CH3:44].